From a dataset of Catalyst prediction with 721,799 reactions and 888 catalyst types from USPTO. Predict which catalyst facilitates the given reaction. (1) Reactant: [Br:1][C:2]1[CH:11]=[CH:10][CH:9]=[C:8]2[C:3]=1[CH:4]=[CH:5][C:6](=[O:15])[N:7]2[CH2:12][CH:13]=O.[C:16]([O:20][C:21](=[O:40])[N:22]([CH2:29][C:30]1[CH:39]=[CH:38][C:33]2[O:34][CH2:35][CH2:36][O:37][C:32]=2[CH:31]=1)[CH:23]1[CH2:28][CH2:27][NH:26][CH2:25][CH2:24]1)([CH3:19])([CH3:18])[CH3:17].C(O[BH-](OC(=O)C)OC(=O)C)(=O)C.[Na+].C(=O)([O-])O.[Na+]. Product: [C:16]([O:20][C:21](=[O:40])[N:22]([CH2:29][C:30]1[CH:39]=[CH:38][C:33]2[O:34][CH2:35][CH2:36][O:37][C:32]=2[CH:31]=1)[CH:23]1[CH2:28][CH2:27][N:26]([CH2:13][CH2:12][N:7]2[C:8]3[C:3](=[C:2]([Br:1])[CH:11]=[CH:10][CH:9]=3)[CH:4]=[CH:5][C:6]2=[O:15])[CH2:25][CH2:24]1)([CH3:19])([CH3:17])[CH3:18]. The catalyst class is: 671. (2) Reactant: [Cl-].O[NH3+:3].[C:4](=[O:7])([O-])[OH:5].[Na+].CS(C)=O.[CH2:13]([N:20]1[CH2:25][CH2:24][O:23][CH:22]([CH2:26][N:27]2[C:32](=[O:33])[C:31]([CH2:34][C:35]3[CH:40]=[CH:39][C:38]([C:41]4[C:42]([C:47]#[N:48])=[CH:43][CH:44]=[CH:45][CH:46]=4)=[CH:37][CH:36]=3)=[C:30]([CH2:49][CH2:50][CH2:51][CH3:52])[N:29]=[C:28]2[CH3:53])[CH2:21]1)[C:14]1[CH:19]=[CH:18][CH:17]=[CH:16][CH:15]=1. Product: [CH2:13]([N:20]1[CH2:25][CH2:24][O:23][CH:22]([CH2:26][N:27]2[C:32](=[O:33])[C:31]([CH2:34][C:35]3[CH:36]=[CH:37][C:38]([C:41]4[CH:46]=[CH:45][CH:44]=[CH:43][C:42]=4[C:47]4[NH:3][C:4](=[O:7])[O:5][N:48]=4)=[CH:39][CH:40]=3)=[C:30]([CH2:49][CH2:50][CH2:51][CH3:52])[N:29]=[C:28]2[CH3:53])[CH2:21]1)[C:14]1[CH:19]=[CH:18][CH:17]=[CH:16][CH:15]=1. The catalyst class is: 13. (3) Product: [CH3:15][C:12]1[N:11]=[C:10]([C:7]2[CH:8]=[CH:9][C:4]([C:3]([OH:16])=[O:2])=[CH:5][N:6]=2)[O:14][N:13]=1. Reactant: C[O:2][C:3](=[O:16])[C:4]1[CH:9]=[CH:8][C:7]([C:10]2[O:14][N:13]=[C:12]([CH3:15])[N:11]=2)=[N:6][CH:5]=1.[OH-].[K+].Cl. The catalyst class is: 5.